The task is: Predict which catalyst facilitates the given reaction.. This data is from Catalyst prediction with 721,799 reactions and 888 catalyst types from USPTO. (1) Reactant: [CH3:1][C:2]1[C:6]([C:7]2[CH:14]=[C:13]([N+:15]([O-:17])=[O:16])[C:10]([NH:11][CH3:12])=[C:9]([I:18])[CH:8]=2)=[C:5]([CH3:19])[O:4][N:3]=1.[CH:20]1([C:23](Cl)=[O:24])[CH2:22][CH2:21]1. Product: [CH3:1][C:2]1[C:6]([C:7]2[CH:14]=[C:13]([N+:15]([O-:17])=[O:16])[C:10]([N:11]([CH3:12])[C:23]([CH:20]3[CH2:22][CH2:21]3)=[O:24])=[C:9]([I:18])[CH:8]=2)=[C:5]([CH3:19])[O:4][N:3]=1. The catalyst class is: 2. (2) Reactant: Br[C:2]1[C:7]([O:8][C:9](=O)[CH3:10])=[CH:6][CH:5]=[CH:4][N:3]=1.[Si](C#C)(C)(C)C. Product: [O:8]1[C:7]2[C:2](=[N:3][CH:4]=[CH:5][CH:6]=2)[CH:10]=[CH:9]1. The catalyst class is: 540. (3) Reactant: C(OC([N:8]1[C:16]2[C:11](=[CH:12][CH:13]=[CH:14][CH:15]=2)[C:10](/[CH:17]=[CH:18]/[C:19]2[CH:24]=[CH:23][CH:22]=[CH:21][C:20]=2[N:25]2[CH2:30][CH2:29][N:28]([C:31](=[O:33])[CH3:32])[CH2:27][CH2:26]2)=[N:9]1)=O)(C)(C)C.C(OCC)(=O)C.Cl.C(=O)([O-])O.[Na+]. Product: [C:31]([N:28]1[CH2:29][CH2:30][N:25]([C:20]2[CH:21]=[CH:22][CH:23]=[CH:24][C:19]=2/[CH:18]=[CH:17]/[C:10]2[C:11]3[C:16](=[CH:15][CH:14]=[CH:13][CH:12]=3)[NH:8][N:9]=2)[CH2:26][CH2:27]1)(=[O:33])[CH3:32]. The catalyst class is: 13.